This data is from Peptide-MHC class II binding affinity with 134,281 pairs from IEDB. The task is: Regression. Given a peptide amino acid sequence and an MHC pseudo amino acid sequence, predict their binding affinity value. This is MHC class II binding data. (1) The MHC is DRB1_1101 with pseudo-sequence DRB1_1101. The peptide sequence is AREKNPRLCTKEEFI. The binding affinity (normalized) is 0.292. (2) The peptide sequence is EKKYFAATQFEKLAA. The MHC is HLA-DQA10501-DQB10301 with pseudo-sequence HLA-DQA10501-DQB10301. The binding affinity (normalized) is 0.245. (3) The peptide sequence is AFRVAATAANAAPAN. The MHC is DRB1_0701 with pseudo-sequence DRB1_0701. The binding affinity (normalized) is 0.539.